This data is from Catalyst prediction with 721,799 reactions and 888 catalyst types from USPTO. The task is: Predict which catalyst facilitates the given reaction. (1) Reactant: C[O:2][C:3](=[O:38])[C:4]1[CH:37]=[CH:36][C:7]([C:8]([NH:10][C:11]2[C:12]([CH3:35])=[N:13][C:14]([O:17][CH2:18][C:19]3[C:20]([C:27]4[C:32]([Cl:33])=[CH:31][CH:30]=[CH:29][C:28]=4[Cl:34])=[N:21][O:22][C:23]=3[CH:24]([CH3:26])[CH3:25])=[CH:15][CH:16]=2)=[O:9])=[CH:6][CH:5]=1.[OH-].[Na+]. Product: [Cl:33][C:32]1[CH:31]=[CH:30][CH:29]=[C:28]([Cl:34])[C:27]=1[C:20]1[C:19]([CH2:18][O:17][C:14]2[N:13]=[C:12]([CH3:35])[C:11]([NH:10][C:8](=[O:9])[C:7]3[CH:6]=[CH:5][C:4]([C:3]([OH:38])=[O:2])=[CH:37][CH:36]=3)=[CH:16][CH:15]=2)=[C:23]([CH:24]([CH3:26])[CH3:25])[O:22][N:21]=1. The catalyst class is: 24. (2) Reactant: [CH3:1][S:2][C:3]1[N:4]=[C:5]([C:22]2[CH:27]=[CH:26][CH:25]=[CH:24][CH:23]=2)[C:6]2[C:11]([C:12]#[N:13])=[CH:10][N:9](COCC[Si](C)(C)C)[C:7]=2[N:8]=1.C(N)CN.[F-].C([N+](CCCC)(CCCC)CCCC)CCC. Product: [CH3:1][S:2][C:3]1[N:4]=[C:5]([C:22]2[CH:27]=[CH:26][CH:25]=[CH:24][CH:23]=2)[C:6]2[C:11]([C:12]#[N:13])=[CH:10][NH:9][C:7]=2[N:8]=1. The catalyst class is: 1. (3) Reactant: [F:1][C:2]1[CH:7]=[CH:6][CH:5]=[CH:4][C:3]=1[C:8]1[N:13]=[C:12]2[C:14]([C:17]3[CH:18]=[C:19]([N:23]4[CH2:28][CH2:27][CH:26]([NH:29]C(=O)OC(C)(C)C)[CH2:25][CH2:24]4)[CH:20]=[N:21][CH:22]=3)=[CH:15][NH:16][C:11]2=[CH:10][CH:9]=1.Cl. Product: [F:1][C:2]1[CH:7]=[CH:6][CH:5]=[CH:4][C:3]=1[C:8]1[N:13]=[C:12]2[C:14]([C:17]3[CH:18]=[C:19]([N:23]4[CH2:24][CH2:25][CH:26]([NH2:29])[CH2:27][CH2:28]4)[CH:20]=[N:21][CH:22]=3)=[CH:15][NH:16][C:11]2=[CH:10][CH:9]=1. The catalyst class is: 100. (4) Reactant: [C:1]([O:5][C:6]([N:8]1[CH2:12][C:11](=[CH2:13])[CH2:10][C@H:9]1[C:14]([OH:16])=O)=[O:7])([CH3:4])([CH3:3])[CH3:2].CN(C(ON1N=NC2C=CC=NC1=2)=[N+](C)C)C.F[P-](F)(F)(F)(F)F.CCN(C(C)C)C(C)C.Cl.Cl.[NH2:52][C:53]1[CH:54]=[C:55]([O:60][CH3:61])[CH:56]=[CH:57][C:58]=1[NH2:59]. Product: [NH2:52][C:53]1[CH:54]=[C:55]([O:60][CH3:61])[CH:56]=[CH:57][C:58]=1[NH:59][C:14]([C@@H:9]1[CH2:10][C:11](=[CH2:13])[CH2:12][N:8]1[C:6]([O:5][C:1]([CH3:2])([CH3:3])[CH3:4])=[O:7])=[O:16]. The catalyst class is: 2. (5) Reactant: [N:1]1([S:5]([NH2:8])(=[O:7])=[O:6])[CH2:4][CH2:3][CH2:2]1.C1(P(C2CCCCC2)C2C=CC=CC=2C2C(C(C)C)=CC(C(C)C)=CC=2C(C)C)CCCCC1.C(=O)([O-])[O-].[Cs+].[Cs+].Cl[C:50]1[CH:55]=[C:54]([O:56][C:57]([CH3:60])([CH3:59])[CH3:58])[N:53]=[C:52]([S:61][CH2:62][C:63]2[CH:68]=[CH:67][CH:66]=[C:65]([F:69])[C:64]=2[F:70])[N:51]=1. Product: [F:70][C:64]1[C:65]([F:69])=[CH:66][CH:67]=[CH:68][C:63]=1[CH2:62][S:61][C:52]1[N:51]=[C:50]([NH:8][S:5]([N:1]2[CH2:4][CH2:3][CH2:2]2)(=[O:7])=[O:6])[CH:55]=[C:54]([O:56][C:57]([CH3:60])([CH3:59])[CH3:58])[N:53]=1. The catalyst class is: 62. (6) Reactant: [CH:1]1([O:6][C:7]2[CH:8]=[C:9]([CH:15]([N:20]3[C:24](=[O:25])[C:23]4=[CH:26][CH:27]=[CH:28][CH:29]=[C:22]4[C:21]3=[O:30])[CH2:16][C:17](O)=[O:18])[CH:10]=[CH:11][C:12]=2[O:13][CH3:14])[CH2:5][CH2:4][CH2:3][CH2:2]1.Cl.[NH2:32][OH:33]. Product: [CH:1]1([O:6][C:7]2[CH:8]=[C:9]([CH:15]([N:20]3[C:24](=[O:25])[C:23]4=[CH:26][CH:27]=[CH:28][CH:29]=[C:22]4[C:21]3=[O:30])[CH2:16][C:17]([NH:32][OH:33])=[O:18])[CH:10]=[CH:11][C:12]=2[O:13][CH3:14])[CH2:5][CH2:4][CH2:3][CH2:2]1. The catalyst class is: 7. (7) Reactant: [F:1][C:2]1[C:7]([F:8])=[CH:6][CH:5]=[CH:4][C:3]=1[C@@:9]([NH:19][S@@](C(C)(C)C)=O)([CH2:12][C@H:13]([OH:18])[C:14]([F:17])([F:16])[F:15])[CH2:10][F:11].Cl.O1CCOCC1. Product: [NH2:19][C@@:9]([C:3]1[CH:4]=[CH:5][CH:6]=[C:7]([F:8])[C:2]=1[F:1])([CH2:10][F:11])[CH2:12][C@H:13]([OH:18])[C:14]([F:16])([F:17])[F:15]. The catalyst class is: 98. (8) Reactant: [S:1]1[C:7]2[CH:8]=[CH:9][CH:10]=[CH:11][C:6]=2[CH2:5][N:4]([C:12](=[O:14])[CH3:13])[CH2:3][CH2:2]1.ClC1C=C(C=CC=1)C(OO)=[O:20]. Product: [O:20]=[S:1]1[C:7]2[CH:8]=[CH:9][CH:10]=[CH:11][C:6]=2[CH2:5][N:4]([C:12](=[O:14])[CH3:13])[CH2:3][CH2:2]1. The catalyst class is: 4. (9) Product: [CH:1]([N:14]1[CH2:17][C:16]([NH:20][CH2:21][CH3:22])([C:18]([NH2:19])=[O:23])[CH2:15]1)([C:8]1[CH:13]=[CH:12][CH:11]=[CH:10][CH:9]=1)[C:2]1[CH:3]=[CH:4][CH:5]=[CH:6][CH:7]=1. The catalyst class is: 124. Reactant: [CH:1]([N:14]1[CH2:17][C:16]([NH:20][CH2:21][CH3:22])([C:18]#[N:19])[CH2:15]1)([C:8]1[CH:13]=[CH:12][CH:11]=[CH:10][CH:9]=1)[C:2]1[CH:7]=[CH:6][CH:5]=[CH:4][CH:3]=1.[OH:23]S(O)(=O)=O. (10) Reactant: [CH3:1][Si:2]([CH3:36])([CH3:35])[CH2:3][CH2:4][O:5][C:6](=[O:34])[C:7]1[CH:12]=[C:11]([O:13][CH:14]([CH3:16])[CH3:15])[CH:10]=[C:9]([O:17][C:18]2[CH:23]=[CH:22][C:21]([P:24]([O:30]C(C)C)([O:26]C(C)C)=[O:25])=[CH:20][CH:19]=2)[CH:8]=1.C[Si](N[Si](C)(C)C)(C)C.[Si](Br)(C)(C)C. Product: [CH3:36][Si:2]([CH3:1])([CH3:35])[CH2:3][CH2:4][O:5][C:6](=[O:34])[C:7]1[CH:8]=[C:9]([O:17][C:18]2[CH:19]=[CH:20][C:21]([P:24]([OH:30])([OH:26])=[O:25])=[CH:22][CH:23]=2)[CH:10]=[C:11]([O:13][CH:14]([CH3:15])[CH3:16])[CH:12]=1. The catalyst class is: 2.